This data is from Full USPTO retrosynthesis dataset with 1.9M reactions from patents (1976-2016). The task is: Predict the reactants needed to synthesize the given product. (1) The reactants are: Br[C:2]1[CH:3]=[N:4][C:5]([N:8]2[CH2:13][CH2:12][N:11]([C:14]([O:16][C:17]([CH3:20])(C)C)=[O:15])[CH2:10][CH2:9]2)=[N:6][CH:7]=1.[Br-].[CH2:22]([Zn+])[C:23]1[CH:28]=[CH:27][CH:26]=[CH:25][CH:24]=1.[CH2:30]1COC[CH2:31]1. Given the product [CH2:22]([C:2]1[CH:7]=[N:6][C:5]([N:8]2[CH2:9][CH2:10][N:11]([C:14]([O:16][CH2:17][CH2:20][CH2:30][CH3:31])=[O:15])[CH2:12][CH2:13]2)=[N:4][CH:3]=1)[C:23]1[CH:28]=[CH:27][CH:26]=[CH:25][CH:24]=1, predict the reactants needed to synthesize it. (2) Given the product [CH3:1][O:2][C:3]1[CH:12]=[CH:11][CH:10]=[C:9]2[C:4]=1[CH2:5][CH2:6][CH2:7][CH:8]2[OH:13], predict the reactants needed to synthesize it. The reactants are: [CH3:1][O:2][C:3]1[CH:12]=[CH:11][CH:10]=[C:9]2[C:4]=1[CH2:5][CH2:6][CH2:7][C:8]2=[O:13].[BH4-].[Na+].